From a dataset of Peptide-MHC class II binding affinity with 134,281 pairs from IEDB. Regression. Given a peptide amino acid sequence and an MHC pseudo amino acid sequence, predict their binding affinity value. This is MHC class II binding data. (1) The peptide sequence is KIIGGIGGFIKVRQYDQILI. The MHC is DRB1_1501 with pseudo-sequence DRB1_1501. The binding affinity (normalized) is 0.673. (2) The peptide sequence is IGITDRDFIEGVHGG. The MHC is DRB1_0301 with pseudo-sequence DRB1_0301. The binding affinity (normalized) is 0.334. (3) The MHC is HLA-DQA10201-DQB10301 with pseudo-sequence HLA-DQA10201-DQB10301. The binding affinity (normalized) is 0.482. The peptide sequence is KKGGEAMDTISVFLH. (4) The peptide sequence is LRKLCIEGKITNITT. The MHC is DRB4_0101 with pseudo-sequence DRB4_0103. The binding affinity (normalized) is 0.336.